The task is: Predict the reactants needed to synthesize the given product.. This data is from Full USPTO retrosynthesis dataset with 1.9M reactions from patents (1976-2016). (1) The reactants are: [Cl:1][C:2]1[CH:3]=[CH:4][C:5](F)=[C:6]([CH:9]=1)[CH:7]=[O:8].[OH:11][C:12]1[CH:21]=[CH:20][C:15]([C:16]([O:18][CH3:19])=[O:17])=[CH:14][CH:13]=1.C([O-])([O-])=O.[K+].[K+]. Given the product [CH3:19][O:18][C:16](=[O:17])[C:15]1[CH:20]=[CH:21][C:12]([O:11][C:5]2[CH:4]=[CH:3][C:2]([Cl:1])=[CH:9][C:6]=2[CH:7]=[O:8])=[CH:13][CH:14]=1, predict the reactants needed to synthesize it. (2) Given the product [NH2:24][CH2:23][CH2:22][NH:25][C:2]1[N:7]=[N:6][C:5]([C:8]([NH2:10])=[O:9])=[C:4]([NH:11][C:12]2[CH:17]=[CH:16][CH:15]=[C:14]([C:18]([F:21])([F:20])[F:19])[N:13]=2)[CH:3]=1, predict the reactants needed to synthesize it. The reactants are: Cl[C:2]1[N:7]=[N:6][C:5]([C:8]([NH2:10])=[O:9])=[C:4]([NH:11][C:12]2[CH:17]=[CH:16][CH:15]=[C:14]([C:18]([F:21])([F:20])[F:19])[N:13]=2)[CH:3]=1.[CH2:22]([NH2:25])[CH2:23][NH2:24]. (3) The reactants are: B(F)(F)F.CCOCC.[CH2:10]([OH:22])[CH2:11][O:12][CH2:13][CH2:14][O:15][CH2:16][CH2:17][O:18][CH2:19][CH2:20][OH:21].[N+](=[CH:25][C:26]([O:28][C:29]([CH3:32])([CH3:31])[CH3:30])=[O:27])=[N-].C(OCC)(=O)C. Given the product [C:29]([O:28][C:26](=[O:27])[CH2:25][O:21][CH2:20][CH2:19][O:18][CH2:17][CH2:16][O:15][CH2:14][CH2:13][O:12][CH2:11][CH2:10][OH:22])([CH3:32])([CH3:31])[CH3:30], predict the reactants needed to synthesize it. (4) Given the product [CH2:20]([O:19][C:17](=[O:18])[NH:9][C:3]1[CH:4]=[CH:5][C:6]([F:8])=[CH:7][C:2]=1[F:1])[C:21]1[CH:26]=[CH:25][CH:24]=[CH:23][CH:22]=1, predict the reactants needed to synthesize it. The reactants are: [F:1][C:2]1[CH:7]=[C:6]([F:8])[CH:5]=[CH:4][C:3]=1[NH2:9].N1C=CC=CC=1.Cl[C:17]([O:19][CH2:20][C:21]1[CH:26]=[CH:25][CH:24]=[CH:23][CH:22]=1)=[O:18]. (5) Given the product [CH3:54][O:55][C:40]1[CH:39]=[C:38]([CH:43]=[C:19]([O:20][CH3:3])[CH:18]=1)/[CH:44]=[CH:21]/[C:23]1[CH:28]=[CH:27][C:26]([B:29]2[O:37][C:34]([CH3:36])([CH3:35])[C:31]([CH3:33])([CH3:32])[O:30]2)=[CH:25][CH:24]=1, predict the reactants needed to synthesize it. The reactants are: [H-].[Na+].[CH2:3]1[O:20][CH2:19][CH2:18]O[CH2:18][CH2:19][O:20][CH2:3][CH2:3][O:20][CH2:19][CH2:18]O[CH2:18][CH2:19][O:20][CH2:3]1.[CH:21]([C:23]1[CH:28]=[CH:27][C:26]([B:29]2[O:37][C:34]([CH3:36])([CH3:35])[C:31]([CH3:33])([CH3:32])[O:30]2)=[CH:25][CH:24]=1)=O.[C:38]1(/[CH:44]=[CH:44]/[C:38]2[CH:43]=CC=[CH:40][CH:39]=2)[CH:43]=CC=[CH:40][CH:39]=1.C1C[O:55][CH2:54]C1. (6) Given the product [F:1][C:2]1[CH:3]=[CH:4][C:5]([NH:13][C:22]([NH:21][CH2:20][C:19]2[CH:18]=[CH:17][C:16]([C:15]([F:14])([F:27])[F:26])=[CH:25][CH:24]=2)=[O:23])=[C:6]2[C:11]=1[CH:10]=[N:9][C:8]([CH3:12])=[CH:7]2, predict the reactants needed to synthesize it. The reactants are: [F:1][C:2]1[C:11]2[CH:10]=[N:9][C:8]([CH3:12])=[CH:7][C:6]=2[C:5]([NH2:13])=[CH:4][CH:3]=1.[F:14][C:15]([F:27])([F:26])[C:16]1[CH:25]=[CH:24][C:19]([CH2:20][N:21]=[C:22]=[O:23])=[CH:18][CH:17]=1. (7) Given the product [I:21][C:14]1[CH:19]=[C:18]([C:3]2[CH:4]=[C:5]([F:9])[C:6]([F:8])=[CH:7][C:2]=2[F:1])[N:17]=[CH:16][N:15]=1, predict the reactants needed to synthesize it. The reactants are: [F:1][C:2]1[CH:7]=[C:6]([F:8])[C:5]([F:9])=[CH:4][C:3]=1B(O)O.Cl[C:14]1[CH:19]=[C:18](Cl)[N:17]=[CH:16][N:15]=1.[IH:21]. (8) Given the product [C:17]([O:16][C:14]([N:11]1[CH2:12][CH2:13][C@@H:8]([C:5]2[CH:4]=[CH:3][C:2]([F:1])=[CH:7][CH:6]=2)[C@H:9]([C:21]([OH:24])=[O:22])[CH2:10]1)=[O:15])([CH3:18])([CH3:19])[CH3:20], predict the reactants needed to synthesize it. The reactants are: [F:1][C:2]1[CH:7]=[CH:6][C:5]([C@@H:8]2[CH2:13][CH2:12][N:11]([C:14]([O:16][C:17]([CH3:20])([CH3:19])[CH3:18])=[O:15])[CH2:10][C@H:9]2[CH:21]=[O:22])=[CH:4][CH:3]=1.O.[O-:24][Mn](=O)(=O)=O.[K+]. (9) Given the product [CH2:1]([S:3]([C:4]1[N:5]=[CH:6][C:7]2[CH:13]=[C:12]([C:14]3[CH:15]=[CH:16][CH:17]=[CH:18][CH:19]=3)[C:11]([C:20]3[CH:21]=[CH:22][C:23]([CH:24]=[O:25])=[CH:26][CH:27]=3)=[N:10][C:8]=2[N:9]=1)=[O:33])[CH3:2], predict the reactants needed to synthesize it. The reactants are: [CH2:1]([S:3][C:4]1[N:5]=[CH:6][C:7]2[CH:13]=[C:12]([C:14]3[CH:19]=[CH:18][CH:17]=[CH:16][CH:15]=3)[C:11]([C:20]3[CH:27]=[CH:26][C:23]([CH:24]=[O:25])=[CH:22][CH:21]=3)=[N:10][C:8]=2[N:9]=1)[CH3:2].ClC1C=C(C=CC=1)C(OO)=[O:33].